This data is from Forward reaction prediction with 1.9M reactions from USPTO patents (1976-2016). The task is: Predict the product of the given reaction. (1) The product is: [C:17]([O:16][C:14]([NH:15][C:2]1[CH:7]=[C:6]([CH2:8][C:9]([O:11][CH2:12][CH3:13])=[O:10])[CH:5]=[CH:4][N:3]=1)=[O:21])([CH3:20])([CH3:19])[CH3:18]. Given the reactants Cl[C:2]1[CH:7]=[C:6]([CH2:8][C:9]([O:11][CH2:12][CH3:13])=[O:10])[CH:5]=[CH:4][N:3]=1.[C:14](=[O:21])([O:16][C:17]([CH3:20])([CH3:19])[CH3:18])[NH2:15].C([O-])([O-])=O.[Cs+].[Cs+], predict the reaction product. (2) Given the reactants [Cl:1][C:2]1[CH:9]=[CH:8][CH:7]=[CH:6][C:3]=1[CH:4]=O.[NH2:10][C:11]1[CH:15]=[CH:14][NH:13][N:12]=1.[C:16]([CH2:21][C:22]([O:24][CH2:25][CH3:26])=[O:23])(=O)[CH:17]([CH3:19])[CH3:18].C(=O)([O-])O.[Na+], predict the reaction product. The product is: [Cl:1][C:2]1[CH:9]=[CH:8][CH:7]=[CH:6][C:3]=1[CH:4]1[C:21]([C:22]([O:24][CH2:25][CH3:26])=[O:23])=[C:16]([CH:17]([CH3:19])[CH3:18])[NH:10][C:11]2=[N:12][NH:13][CH:14]=[C:15]12.